This data is from Peptide-MHC class I binding affinity with 185,985 pairs from IEDB/IMGT. The task is: Regression. Given a peptide amino acid sequence and an MHC pseudo amino acid sequence, predict their binding affinity value. This is MHC class I binding data. (1) The peptide sequence is SISARALKA. The MHC is HLA-A68:02 with pseudo-sequence HLA-A68:02. The binding affinity (normalized) is 0. (2) The peptide sequence is LIGLIIPPLGI. The MHC is H-2-Db with pseudo-sequence H-2-Db. The binding affinity (normalized) is 0. (3) The peptide sequence is ISKKAKGWF. The MHC is HLA-B35:03 with pseudo-sequence HLA-B35:03. The binding affinity (normalized) is 0. (4) The peptide sequence is GEETIEERF. The MHC is Mamu-A11 with pseudo-sequence Mamu-A11. The binding affinity (normalized) is 0.482. (5) The peptide sequence is VLVGGVLAA. The MHC is HLA-A02:02 with pseudo-sequence HLA-A02:02. The binding affinity (normalized) is 0.464. (6) The peptide sequence is AEIDRSFKP. The MHC is HLA-B40:01 with pseudo-sequence HLA-B40:01. The binding affinity (normalized) is 0.324. (7) The peptide sequence is GHGTVVLEL. The MHC is HLA-B44:02 with pseudo-sequence HLA-B44:02. The binding affinity (normalized) is 0.0847.